From a dataset of NCI-60 drug combinations with 297,098 pairs across 59 cell lines. Regression. Given two drug SMILES strings and cell line genomic features, predict the synergy score measuring deviation from expected non-interaction effect. (1) Drug 1: CC1=C2C(C(=O)C3(C(CC4C(C3C(C(C2(C)C)(CC1OC(=O)C(C(C5=CC=CC=C5)NC(=O)C6=CC=CC=C6)O)O)OC(=O)C7=CC=CC=C7)(CO4)OC(=O)C)O)C)OC(=O)C. Drug 2: C1=CN(C=N1)CC(O)(P(=O)(O)O)P(=O)(O)O. Cell line: SN12C. Synergy scores: CSS=30.3, Synergy_ZIP=-7.76, Synergy_Bliss=1.73, Synergy_Loewe=-4.44, Synergy_HSA=0.253. (2) Drug 1: CCCS(=O)(=O)NC1=C(C(=C(C=C1)F)C(=O)C2=CNC3=C2C=C(C=N3)C4=CC=C(C=C4)Cl)F. Drug 2: C1C(C(OC1N2C=NC3=C(N=C(N=C32)Cl)N)CO)O. Cell line: KM12. Synergy scores: CSS=-0.976, Synergy_ZIP=3.40, Synergy_Bliss=-9.39, Synergy_Loewe=-10.2, Synergy_HSA=-12.4. (3) Drug 1: CC1C(C(=O)NC(C(=O)N2CCCC2C(=O)N(CC(=O)N(C(C(=O)O1)C(C)C)C)C)C(C)C)NC(=O)C3=C4C(=C(C=C3)C)OC5=C(C(=O)C(=C(C5=N4)C(=O)NC6C(OC(=O)C(N(C(=O)CN(C(=O)C7CCCN7C(=O)C(NC6=O)C(C)C)C)C)C(C)C)C)N)C. Drug 2: CN(CC1=CN=C2C(=N1)C(=NC(=N2)N)N)C3=CC=C(C=C3)C(=O)NC(CCC(=O)O)C(=O)O. Cell line: HCT116. Synergy scores: CSS=49.0, Synergy_ZIP=-1.00, Synergy_Bliss=-5.85, Synergy_Loewe=-7.32, Synergy_HSA=-2.74. (4) Drug 1: CCC1(CC2CC(C3=C(CCN(C2)C1)C4=CC=CC=C4N3)(C5=C(C=C6C(=C5)C78CCN9C7C(C=CC9)(C(C(C8N6C=O)(C(=O)OC)O)OC(=O)C)CC)OC)C(=O)OC)O.OS(=O)(=O)O. Drug 2: CNC(=O)C1=NC=CC(=C1)OC2=CC=C(C=C2)NC(=O)NC3=CC(=C(C=C3)Cl)C(F)(F)F. Cell line: COLO 205. Synergy scores: CSS=-9.72, Synergy_ZIP=5.96, Synergy_Bliss=0.204, Synergy_Loewe=-11.2, Synergy_HSA=-11.0.